This data is from Full USPTO retrosynthesis dataset with 1.9M reactions from patents (1976-2016). The task is: Predict the reactants needed to synthesize the given product. (1) Given the product [CH3:1][C:2]1[S:3][C:4]([C:8]2[N:14]([CH3:13])[C:15]([CH2:16][CH2:17][CH2:18][CH:19]=[CH2:20])=[N:11][N:10]=2)=[C:5]([CH3:7])[N:6]=1, predict the reactants needed to synthesize it. The reactants are: [CH3:1][C:2]1[S:3][C:4]([C:8]([NH:10][NH2:11])=O)=[C:5]([CH3:7])[N:6]=1.Cl.[CH3:13][NH:14][C:15](=NC)[CH2:16][CH2:17][CH2:18][CH:19]=[CH2:20]. (2) The reactants are: CC1C=CC(S(O[CH2:12][C@H:13]2[O:18][C@@:17]3([C:26]4[C:21](=[CH:22][C:23]([Cl:36])=[C:24]([CH2:27][C:28]5[CH:33]=[CH:32][C:31]([CH2:34][CH3:35])=[CH:30][CH:29]=5)[CH:25]=4)[CH2:20][O:19]3)[C@H:16]([OH:37])[C@@H:15]([OH:38])[C@@H:14]2[OH:39])(=O)=O)=CC=1.[F:40][C:41]([F:45])([F:44])[CH2:42][O-:43].[Na+]. Given the product [Cl:36][C:23]1[CH:22]=[C:21]2[C:26](=[CH:25][C:24]=1[CH2:27][C:28]1[CH:33]=[CH:32][C:31]([CH2:34][CH3:35])=[CH:30][CH:29]=1)[C@:17]1([C@H:16]([OH:37])[C@@H:15]([OH:38])[C@H:14]([OH:39])[C@@H:13]([CH2:12][O:43][CH2:42][C:41]([F:45])([F:44])[F:40])[O:18]1)[O:19][CH2:20]2, predict the reactants needed to synthesize it. (3) Given the product [CH3:12][C:10]1[N:11]=[C:3]2[C:2]([O:1][CH2:28][CH2:27][CH:26]([C:25]([F:24])([F:34])[F:35])[C:30]([F:31])([F:33])[F:32])=[CH:7][C:6]([CH3:8])=[CH:5][N:4]2[C:9]=1[C:13]([O:15][CH2:16][CH3:17])=[O:14], predict the reactants needed to synthesize it. The reactants are: [OH:1][C:2]1[C:3]2[N:4]([C:9]([C:13]([O:15][CH2:16][CH3:17])=[O:14])=[C:10]([CH3:12])[N:11]=2)[CH:5]=[C:6]([CH3:8])[CH:7]=1.C(=O)([O-])[O-].[Cs+].[Cs+].[F:24][C:25]([F:35])([F:34])[CH:26]([C:30]([F:33])([F:32])[F:31])[CH2:27][CH2:28]Br.O.